Dataset: Forward reaction prediction with 1.9M reactions from USPTO patents (1976-2016). Task: Predict the product of the given reaction. (1) Given the reactants [OH-].[K+].[CH3:3][O:4][C:5]1[CH:10]=[CH:9][CH:8]=[CH:7][C:6]=1[C:11]#[C:12][Si](C)(C)C, predict the reaction product. The product is: [C:11]([C:6]1[CH:7]=[CH:8][CH:9]=[CH:10][C:5]=1[O:4][CH3:3])#[CH:12]. (2) Given the reactants Cl[C:2]1[N:7]=[C:6]2[NH:8][N:9]=[C:10]([C:11]3[CH:16]=[C:15]([F:17])[CH:14]=[CH:13][C:12]=3[O:18][CH3:19])[C:5]2=[CH:4][N:3]=1.C(=O)(O)[O-].[Na+].[CH3:25][S:26]([N:29]1[CH2:34][CH2:33][CH:32]([NH2:35])[CH2:31][CH2:30]1)(=[O:28])=[O:27].O, predict the reaction product. The product is: [F:17][C:15]1[CH:14]=[CH:13][C:12]([O:18][CH3:19])=[C:11]([C:10]2[C:5]3[C:6](=[N:7][C:2]([NH:35][CH:32]4[CH2:33][CH2:34][N:29]([S:26]([CH3:25])(=[O:28])=[O:27])[CH2:30][CH2:31]4)=[N:3][CH:4]=3)[NH:8][N:9]=2)[CH:16]=1. (3) Given the reactants [CH2:1]([C:3]1[CH:8]=[CH:7][CH:6]=[CH:5][C:4]=1[NH:9][C:10]1[C:19]2[C:14](=[CH:15][C:16]([O:21][CH3:22])=[C:17]([OH:20])[CH:18]=2)[N:13]=[CH:12][C:11]=1[C:23]([NH2:25])=[O:24])[CH3:2].[C:26]([O-:29])([O-])=O.[Cs+].[Cs+].C[N:33]1[C:37](=O)[CH2:36][CH2:35][CH2:34]1.[CH:39]1(N)CC1, predict the reaction product. The product is: [CH:37]1([NH:33][CH2:34][CH:26]([OH:29])[CH2:39][O:20][C:17]2[CH:18]=[C:19]3[C:14](=[CH:15][C:16]=2[O:21][CH3:22])[N:13]=[CH:12][C:11]([C:23]([NH2:25])=[O:24])=[C:10]3[NH:9][C:4]2[CH:5]=[CH:6][CH:7]=[CH:8][C:3]=2[CH2:1][CH3:2])[CH2:36][CH2:35]1. (4) Given the reactants C([C:3]1[NH:4][CH:5]=[C:6](C=O)[N:7]=1)C.C1C=CC(C(Cl)(C2C(Cl)=CC=CC=2)C2C=CC=CC=2)=CC=1.N1CCCCC1.[NH:37]1[C:45]2[C:40](=[CH:41][CH:42]=[CH:43][CH:44]=2)[CH2:39][C:38]1=[O:46], predict the reaction product. The product is: [NH:4]1[CH:5]=[CH:6][N:7]=[C:3]1[N:37]1[C:45]2[C:40](=[CH:41][CH:42]=[CH:43][CH:44]=2)[CH2:39][C:38]1=[O:46]. (5) Given the reactants [O:1]1[C:5]2([CH2:10][CH2:9][C:8](OS(C(F)(F)F)(=O)=O)=[CH:7][CH2:6]2)[O:4][CH2:3][CH2:2]1.[CH3:19][O:20][C:21]1[C:26](B(O)O)=[CH:25][CH:24]=[CH:23][N:22]=1.C(=O)([O-])[O-].[Na+].[Na+], predict the reaction product. The product is: [O:1]1[C:5]2([CH2:10][CH2:9][C:8]([C:26]3[C:21]([O:20][CH3:19])=[N:22][CH:23]=[CH:24][CH:25]=3)=[CH:7][CH2:6]2)[O:4][CH2:3][CH2:2]1.